This data is from Forward reaction prediction with 1.9M reactions from USPTO patents (1976-2016). The task is: Predict the product of the given reaction. (1) Given the reactants [F:1][C:2]([F:26])([F:25])[CH:3]([C:16]1[CH:21]=[C:20]([Cl:22])[C:19]([Cl:23])=[C:18]([Cl:24])[CH:17]=1)/[CH:4]=[CH:5]/[C:6]1[CH:7]=[C:8]2[C:12](=[CH:13][CH:14]=1)[CH:11]([NH2:15])[CH2:10][CH2:9]2.[CH3:27][N:28]=[C:29]=[S:30], predict the reaction product. The product is: [CH3:27][NH:28][C:29]([NH:15][CH:11]1[C:12]2[C:8](=[CH:7][C:6](/[CH:5]=[CH:4]/[CH:3]([C:16]3[CH:17]=[C:18]([Cl:24])[C:19]([Cl:23])=[C:20]([Cl:22])[CH:21]=3)[C:2]([F:1])([F:25])[F:26])=[CH:14][CH:13]=2)[CH2:9][CH2:10]1)=[S:30]. (2) Given the reactants [CH3:1][O:2][C:3](=[O:30])[C:4](=[CH:9][C:10]1[CH:15]=[CH:14][C:13]([O:16][CH2:17][CH2:18][C:19]2[CH:24]=[CH:23][C:22]([O:25][S:26]([CH3:29])(=[O:28])=[O:27])=[CH:21][CH:20]=2)=[CH:12][CH:11]=1)[C:5]([O:7][CH3:8])=[O:6].C(O)(=O)C, predict the reaction product. The product is: [CH3:1][O:2][C:3](=[O:30])[CH:4]([CH2:9][C:10]1[CH:11]=[CH:12][C:13]([O:16][CH2:17][CH2:18][C:19]2[CH:20]=[CH:21][C:22]([O:25][S:26]([CH3:29])(=[O:27])=[O:28])=[CH:23][CH:24]=2)=[CH:14][CH:15]=1)[C:5]([O:7][CH3:8])=[O:6].